Task: Predict the reactants needed to synthesize the given product.. Dataset: Full USPTO retrosynthesis dataset with 1.9M reactions from patents (1976-2016) (1) Given the product [O:11]=[C:9]1[CH2:8][C:3]2[C:2](=[CH:7][CH:6]=[CH:5][CH:4]=2)[N:1]1[CH:14]1[CH2:19][CH2:18][N:17]([C:20]([O:22][C:23]([CH3:26])([CH3:25])[CH3:24])=[O:21])[CH2:16][CH2:15]1, predict the reactants needed to synthesize it. The reactants are: [NH2:1][C:2]1[CH:7]=[CH:6][CH:5]=[CH:4][C:3]=1[CH2:8][C:9]([O:11]C)=O.O=[C:14]1[CH2:19][CH2:18][N:17]([C:20]([O:22][C:23]([CH3:26])([CH3:25])[CH3:24])=[O:21])[CH2:16][CH2:15]1.C(O)(=O)C.C(O[BH-](OC(=O)C)OC(=O)C)(=O)C.[Na+]. (2) Given the product [Br:18][CH2:19][C:20]([NH:8][CH:1]1[CH2:7][CH2:6][CH2:5][CH2:4][CH2:3][CH2:2]1)=[O:21], predict the reactants needed to synthesize it. The reactants are: [CH:1]1([NH2:8])[CH2:7][CH2:6][CH2:5][CH2:4][CH2:3][CH2:2]1.C(N(C(C)C)CC)(C)C.[Br:18][CH2:19][C:20](Br)=[O:21].